From a dataset of Forward reaction prediction with 1.9M reactions from USPTO patents (1976-2016). Predict the product of the given reaction. (1) Given the reactants [CH:1]1[C:6]([C@H:7]2[C@H:12]([CH2:13][O:14][C:15]3[CH:16]=[CH:17][C:18]4[O:23][CH2:22][O:21][C:19]=4[CH:20]=3)[CH2:11][NH:10][CH2:9][CH2:8]2)=[CH:5][CH:4]=[C:3]([F:24])[CH:2]=1.Cl.CC(C)=O.O=C1O[C@H]([C@H](CO)O)C(O)=C1O, predict the reaction product. The product is: [CH2:8]1[C@@H:7]([C:6]2[CH:1]=[CH:2][C:3]([F:24])=[CH:4][CH:5]=2)[C@H:12]([CH2:13][O:14][C:15]2[CH:16]=[CH:17][C:18]3[O:23][CH2:22][O:21][C:19]=3[CH:20]=2)[CH2:11][NH:10][CH2:9]1. (2) Given the reactants [NH:1]1[CH2:5][CH2:4][C@H:3]([NH:6][C:7](=[O:13])[O:8][C:9]([CH3:12])([CH3:11])[CH3:10])[CH2:2]1.C(N(CC)CC)C.[CH:21]1([C:24](Cl)=[O:25])[CH2:23][CH2:22]1, predict the reaction product. The product is: [CH:21]1([C:24]([N:1]2[CH2:5][CH2:4][C@H:3]([NH:6][C:7](=[O:13])[O:8][C:9]([CH3:10])([CH3:12])[CH3:11])[CH2:2]2)=[O:25])[CH2:23][CH2:22]1. (3) Given the reactants [OH-].[K+].[CH3:3][O:4][C:5]1[CH:6]=[CH:7][C:8]2[N:9]([N:11]=[C:12]([C:26]3[CH:31]=[CH:30][CH:29]=[CH:28][CH:27]=3)[C:13]=2[CH2:14][C:15]2[CH:16]=[CH:17][C:18]([CH3:25])=[C:19]([CH:24]=2)[C:20]([O:22]C)=[O:21])[CH:10]=1.Cl, predict the reaction product. The product is: [CH3:3][O:4][C:5]1[CH:6]=[CH:7][C:8]2[N:9]([N:11]=[C:12]([C:26]3[CH:31]=[CH:30][CH:29]=[CH:28][CH:27]=3)[C:13]=2[CH2:14][C:15]2[CH:16]=[CH:17][C:18]([CH3:25])=[C:19]([CH:24]=2)[C:20]([OH:22])=[O:21])[CH:10]=1. (4) Given the reactants C[Si](C)(C)[C:3]1[C:7]([C:8]2[CH:9]=[CH:10][C:11]3[S:16][C:15]4[N:17]=[CH:18][CH:19]=[N:20][C:14]=4[N:13]([CH2:21][O:22][CH3:23])[C:12]=3[CH:24]=2)=[CH:6][NH:5][N:4]=1.[F-].C([N+](CCCC)(CCCC)CCCC)CCC.C(OCC)(=O)C.Cl, predict the reaction product. The product is: [NH:5]1[CH:6]=[C:7]([C:8]2[CH:9]=[CH:10][C:11]3[S:16][C:15]4[N:17]=[CH:18][CH:19]=[N:20][C:14]=4[N:13]([CH2:21][O:22][CH3:23])[C:12]=3[CH:24]=2)[CH:3]=[N:4]1. (5) Given the reactants [OH:1][CH:2]([CH3:11])[C:3]([C:5]1[CH:10]=[CH:9][CH:8]=[CH:7][CH:6]=1)=[O:4].IC.[C:14]([O-])([O-])=O.[K+].[K+], predict the reaction product. The product is: [CH3:14][O:1][CH:2]([CH3:11])[C:3]([C:5]1[CH:10]=[CH:9][CH:8]=[CH:7][CH:6]=1)=[O:4].